From a dataset of Catalyst prediction with 721,799 reactions and 888 catalyst types from USPTO. Predict which catalyst facilitates the given reaction. (1) Reactant: [Cl:1][C:2]1[CH:3]=[CH:4][C:5]2[C:15]3[C:10](=[CH:11][N:12]=[C:13]([NH:16][C:17](=O)[CH3:18])[CH:14]=3)[CH:9]([CH3:20])[O:8][C:6]=2[CH:7]=1.[H-].[Na+].[CH3:23][O:24][C:25]1[CH:32]=[CH:31][C:28]([CH2:29]Cl)=[CH:27][CH:26]=1. Product: [Cl:1][C:2]1[CH:3]=[CH:4][C:5]2[C:15]3[C:10](=[CH:11][N:12]=[C:13]([N:16]([CH2:29][C:28]4[CH:31]=[CH:32][C:25]([O:24][CH3:23])=[CH:26][CH:27]=4)[CH2:17][C:18]4[CH:2]=[CH:7][C:6]([O:8][CH3:9])=[CH:5][CH:4]=4)[CH:14]=3)[CH:9]([CH3:20])[O:8][C:6]=2[CH:7]=1. The catalyst class is: 3. (2) Reactant: Cl[C:2]1[C:7]([CH:8]([CH2:13][CH2:14][CH3:15])[C:9]([O:11][CH3:12])=[O:10])=[C:6]([CH2:16][CH3:17])[N:5]=[C:4]([N:18]2[CH2:23][CH2:22][CH2:21][CH2:20][CH2:19]2)[N:3]=1.B(O)(O)[C:25]1[CH:26]=[CH:27][C:28]([CH3:31])=[CH:29][CH:30]=1.C(N(CC)C(C)C)(C)C. Product: [CH2:16]([C:6]1[C:7]([CH:8]([CH2:13][CH2:14][CH3:15])[C:9]([O:11][CH3:12])=[O:10])=[C:2]([C:25]2[CH:26]=[CH:27][C:28]([CH3:31])=[CH:29][CH:30]=2)[N:3]=[C:4]([N:18]2[CH2:19][CH2:20][CH2:21][CH2:22][CH2:23]2)[N:5]=1)[CH3:17]. The catalyst class is: 108. (3) Reactant: [C:1]1([C@@H:7]([O:9][C:10](=[O:26])[NH:11][C@H:12]2[C:21]3[C:16](=[CH:17][CH:18]=[C:19]([O:22][CH3:23])[N:20]=3)[NH:15][C@@H:14]([CH2:24][CH3:25])[CH2:13]2)[CH3:8])[CH:6]=[CH:5][CH:4]=[CH:3][CH:2]=1.N1C=CC=CC=1.Cl[C:34]([O:36][CH2:37][CH3:38])=[O:35]. Product: [CH2:37]([O:36][C:34]([N:15]1[C:16]2[C:21](=[N:20][C:19]([O:22][CH3:23])=[CH:18][CH:17]=2)[C@H:12]([NH:11][C:10]([O:9][C@H:7]([C:1]2[CH:6]=[CH:5][CH:4]=[CH:3][CH:2]=2)[CH3:8])=[O:26])[CH2:13][C@@H:14]1[CH2:24][CH3:25])=[O:35])[CH3:38]. The catalyst class is: 2. (4) Reactant: [Cl:1][C:2]1[CH:11]=[C:10]2[C:5]([C:6]([N:12]3[CH2:17][CH2:16][NH:15][CH2:14][CH2:13]3)=[CH:7][CH:8]=[N:9]2)=[CH:4][C:3]=1[F:18].[F:19][C:20]1[CH:25]=[CH:24][C:23]([N:26]=[C:27]=[O:28])=[CH:22][CH:21]=1.CCCCCC.CCOC(C)=O. Product: [Cl:1][C:2]1[CH:11]=[C:10]2[C:5]([C:6]([N:12]3[CH2:13][CH2:14][N:15]([C:27]([NH:26][C:23]4[CH:24]=[CH:25][C:20]([F:19])=[CH:21][CH:22]=4)=[O:28])[CH2:16][CH2:17]3)=[CH:7][CH:8]=[N:9]2)=[CH:4][C:3]=1[F:18]. The catalyst class is: 1. (5) Reactant: [C:1]([C:5]1[N:6]=[C:7]([NH:10][C:11]([C:13]2[CH:46]=[CH:45][N:16]3[C:17](=[O:44])[C:18](/[CH:35]=[CH:36]/[C:37]([O:39]C(C)(C)C)=[O:38])=[C:19]([N:21]4[CH2:26][CH2:25][CH:24]([O:27][C:28]([NH2:30])=[O:29])[CH:23]([O:31][C:32]([NH2:34])=[O:33])[CH2:22]4)[N:20]=[C:15]3[CH:14]=2)=[O:12])[S:8][CH:9]=1)([CH3:4])([CH3:3])[CH3:2].Cl. Product: [C:1]([C:5]1[N:6]=[C:7]([NH:10][C:11]([C:13]2[CH:46]=[CH:45][N:16]3[C:17](=[O:44])[C:18](/[CH:35]=[CH:36]/[C:37]([OH:39])=[O:38])=[C:19]([N:21]4[CH2:26][CH2:25][CH:24]([O:27][C:28]([NH2:30])=[O:29])[CH:23]([O:31][C:32]([NH2:34])=[O:33])[CH2:22]4)[N:20]=[C:15]3[CH:14]=2)=[O:12])[S:8][CH:9]=1)([CH3:4])([CH3:2])[CH3:3]. The catalyst class is: 12.